From a dataset of Catalyst prediction with 721,799 reactions and 888 catalyst types from USPTO. Predict which catalyst facilitates the given reaction. (1) Reactant: [Cl:1][C:2]1[N:9]=[C:8]([C:10]2[CH:15]=[CH:14][CH:13]=[C:12]([N+:16]([O-:18])=[O:17])[CH:11]=2)[CH:7]=[CH:6][C:3]=1[C:4]#[N:5].C(=N[OH:22])C. Product: [Cl:1][C:2]1[N:9]=[C:8]([C:10]2[CH:15]=[CH:14][CH:13]=[C:12]([N+:16]([O-:18])=[O:17])[CH:11]=2)[CH:7]=[CH:6][C:3]=1[C:4]([NH2:5])=[O:22]. The catalyst class is: 30. (2) Reactant: [N+:1]([C:4]1[CH:12]=[C:11]2[C:7]([CH2:8][O:9][C:10]2=[O:13])=[CH:6][CH:5]=1)([O-])=O. Product: [NH2:1][C:4]1[CH:12]=[C:11]2[C:7]([CH2:8][O:9][C:10]2=[O:13])=[CH:6][CH:5]=1. The catalyst class is: 126. (3) Reactant: C([O:3][C:4]([C@@H:6]1[C@@H:12]([C:13]2[S:14][CH:15]=[CH:16][CH:17]=2)[CH2:11][CH:10]2[N:18]([CH3:19])[CH:7]1[CH2:8][CH2:9]2)=O)C.C1(C)C=CC=CC=1.COCCO[AlH2-]OCCOC.[Na+].[OH-].[Na+]. Product: [CH3:19][N:18]1[CH:10]2[CH2:9][CH2:8][CH:7]1[C@H:6]([CH2:4][OH:3])[C@@H:12]([C:13]1[S:14][CH:15]=[CH:16][CH:17]=1)[CH2:11]2. The catalyst class is: 6. (4) Reactant: [C:1]([O:5][C:6]([NH:8][CH2:9][CH:10]([OH:13])[CH2:11]O)=[O:7])([CH3:4])([CH3:3])[CH3:2].N1C=CN=C1.C1(P(C2C=CC=CC=2)C2C=CC=CC=2)C=CC=CC=1.[I:38]I.S([O-])([O-])=O.[Na+].[Na+]. Product: [C:1]([O:5][C:6]([NH:8][CH2:9][CH:10]([OH:13])[CH2:11][I:38])=[O:7])([CH3:4])([CH3:3])[CH3:2]. The catalyst class is: 11. (5) Reactant: O=[C:2]1[CH2:7][CH2:6][N:5]([C:8]([O:10][CH2:11][C:12]2[CH:17]=[CH:16][CH:15]=[CH:14][CH:13]=2)=[O:9])[CH2:4][CH2:3]1.C[C:19](P(OC)(O)=O)([C:21]([O-:23])=[O:22])C.[CH3:29]CN(C(C)C)C(C)C. Product: [CH3:29][O:23][C:21](=[O:22])[CH:19]=[C:2]1[CH2:7][CH2:6][N:5]([C:8]([O:10][CH2:11][C:12]2[CH:17]=[CH:16][CH:15]=[CH:14][CH:13]=2)=[O:9])[CH2:4][CH2:3]1. The catalyst class is: 11. (6) Reactant: C(N(CC)CC)C.[C:8]([N:15]1[CH2:20][CH2:19][CH2:18][CH:17]([C:21]#[N:22])[CH2:16]1)([O:10][C:11]([CH3:14])([CH3:13])[CH3:12])=[O:9].Cl.[NH2:24][OH:25]. Product: [NH2:22][C:21](=[N:24][OH:25])[CH:17]1[CH2:18][CH2:19][CH2:20][N:15]([C:8]([O:10][C:11]([CH3:14])([CH3:13])[CH3:12])=[O:9])[CH2:16]1. The catalyst class is: 5.